Dataset: Full USPTO retrosynthesis dataset with 1.9M reactions from patents (1976-2016). Task: Predict the reactants needed to synthesize the given product. Given the product [F:18][C:13]1[CH:12]=[C:11]([NH:10][C:8]([C:3]2[C:4]([CH3:7])=[N:5][S:6][C:2]=2[NH:1][C:20]2[CH:25]=[CH:24][N:23]3[N:26]=[CH:27][CH:28]=[C:22]3[N:21]=2)=[O:9])[CH:16]=[CH:15][C:14]=1[F:17], predict the reactants needed to synthesize it. The reactants are: [NH2:1][C:2]1[S:6][N:5]=[C:4]([CH3:7])[C:3]=1[C:8]([NH:10][C:11]1[CH:16]=[CH:15][C:14]([F:17])=[C:13]([F:18])[CH:12]=1)=[O:9].Cl[C:20]1[CH:25]=[CH:24][N:23]2[N:26]=[CH:27][CH:28]=[C:22]2[N:21]=1.C(=O)([O-])[O-].[Cs+].[Cs+].CC1(C)C2C(=C(P(C3C=CC=CC=3)C3C=CC=CC=3)C=CC=2)OC2C(P(C3C=CC=CC=3)C3C=CC=CC=3)=CC=CC1=2.